Task: Predict the reaction yield, written as a fraction of the theoretical maximum amount of product (1.0 means a 100% yield; for example, 0.34 means a 34% yield).. Dataset: Reaction yield outcomes from USPTO patents with 853,638 reactions (1) The reactants are [CH2:1]([C:8]1[N:9]=[C:10]([NH2:13])[NH:11][N:12]=1)[C:2]1[CH:7]=[CH:6][CH:5]=[CH:4][CH:3]=1.[CH3:14][O:15][C:16]1[CH:21]=[CH:20][C:19]([C:22](=O)[CH2:23][C:24](OCC)=[O:25])=[CH:18][CH:17]=1. The catalyst is C(O)(=O)C. The product is [CH2:1]([C:8]1[N:9]=[C:10]2[NH:13][C:22]([C:19]3[CH:18]=[CH:17][C:16]([O:15][CH3:14])=[CH:21][CH:20]=3)=[CH:23][C:24](=[O:25])[N:11]2[N:12]=1)[C:2]1[CH:3]=[CH:4][CH:5]=[CH:6][CH:7]=1. The yield is 0.0800. (2) The reactants are [O:1]1[CH2:6][CH2:5][CH:4]([C:7]([OH:9])=[O:8])[CH2:3][CH2:2]1.[C:10]1(O)[CH:15]=[CH:14][CH:13]=[CH:12][CH:11]=1.C1CN([P+](ON2N=NC3C=CC=CC2=3)(N2CCCC2)N2CCCC2)CC1.F[P-](F)(F)(F)(F)F.C(N(CC)CC)C. The catalyst is CN(C=O)C.O. The product is [O:1]1[CH2:6][CH2:5][CH:4]([C:7]([O:9][C:10]2[CH:15]=[CH:14][CH:13]=[CH:12][CH:11]=2)=[O:8])[CH2:3][CH2:2]1. The yield is 0.810. (3) The reactants are [CH2:1]([O:17][CH2:18][CH:19]([CH2:29][OH:30])[O:20][CH2:21][CH2:22][CH2:23][CH2:24][CH:25]([OH:28])CO)[CH2:2][CH2:3][CH2:4][CH2:5][CH2:6][CH2:7][CH2:8][CH2:9][CH2:10][CH2:11][CH2:12][CH2:13][CH2:14][CH2:15][CH3:16].C(O)(=O)C. The catalyst is C(O)(C)C.O.C(O)C.C[N+](CC(NN)=O)(C)C.[Cl-]. The product is [CH2:1]([O:17][CH2:18][CH:19]([CH2:29][OH:30])[O:20][CH2:21][CH2:22][CH2:23][CH2:24][CH:25]=[O:28])[CH2:2][CH2:3][CH2:4][CH2:5][CH2:6][CH2:7][CH2:8][CH2:9][CH2:10][CH2:11][CH2:12][CH2:13][CH2:14][CH2:15][CH3:16]. The yield is 0.269.